From a dataset of Full USPTO retrosynthesis dataset with 1.9M reactions from patents (1976-2016). Predict the reactants needed to synthesize the given product. (1) Given the product [ClH:31].[F:1][C:2]1[CH:3]=[CH:4][C:5]([CH2:8][O:9][C:10]2[CH:15]=[CH:14][N:13]([C:16]3[CH:21]=[CH:20][C:19]4[C:22]5[CH2:28][CH2:27][NH:26][CH2:25][CH2:24][C:23]=5[O:29][C:18]=4[CH:17]=3)[C:12](=[O:30])[CH:11]=2)=[N:6][CH:7]=1, predict the reactants needed to synthesize it. The reactants are: [F:1][C:2]1[CH:3]=[CH:4][C:5]([CH2:8][O:9][C:10]2[CH:15]=[CH:14][N:13]([C:16]3[CH:21]=[CH:20][C:19]4[C:22]5[CH2:28][CH2:27][NH:26][CH2:25][CH2:24][C:23]=5[O:29][C:18]=4[CH:17]=3)[C:12](=[O:30])[CH:11]=2)=[N:6][CH:7]=1.[ClH:31].CCOCC. (2) Given the product [Cl:1][C:2]1[CH:7]=[C:6]([NH:8]/[C:9](=[N:29]/[C:28]#[N:30])/[S:10][CH3:32])[CH:5]=[C:4]([C:11]([F:13])([F:14])[F:12])[C:3]=1[C:15]1[CH:20]=[CH:19][C:18]([C:21]([O:23][C:24]([CH3:27])([CH3:26])[CH3:25])=[O:22])=[CH:17][CH:16]=1, predict the reactants needed to synthesize it. The reactants are: [Cl:1][C:2]1[CH:7]=[C:6]([N:8]=[C:9]=[S:10])[CH:5]=[C:4]([C:11]([F:14])([F:13])[F:12])[C:3]=1[C:15]1[CH:20]=[CH:19][C:18]([C:21]([O:23][C:24]([CH3:27])([CH3:26])[CH3:25])=[O:22])=[CH:17][CH:16]=1.[C:28]([NH-:30])#[N:29].[Na+].[CH3:32]O.CI. (3) Given the product [C:8]([C:5]1[CH:6]=[CH:7][C:2]([C:21]2[N:17]([CH3:16])[C:18]([C:22]#[N:23])=[CH:19][CH:20]=2)=[CH:3][CH:4]=1)(=[O:9])[C:10]1[CH:15]=[CH:14][CH:13]=[CH:12][CH:11]=1, predict the reactants needed to synthesize it. The reactants are: Br[C:2]1[CH:7]=[CH:6][C:5]([C:8]([C:10]2[CH:15]=[CH:14][CH:13]=[CH:12][CH:11]=2)=[O:9])=[CH:4][CH:3]=1.[CH3:16][N:17]1[CH:21]=[CH:20][CH:19]=[C:18]1[C:22]#[N:23]. (4) Given the product [CH3:1][C:2]1([CH3:23])[C:11]2[C:6]3=[C:7]([CH2:12][NH:13][CH2:14][CH2:15][N:5]3[CH2:4][CH2:3]1)[CH:8]=[CH:9][CH:10]=2, predict the reactants needed to synthesize it. The reactants are: [CH3:1][C:2]1([CH3:23])[C:11]2[C:6]3=[C:7]([CH2:12][N:13](C(OC(C)(C)C)=O)[CH2:14][CH2:15][N:5]3[CH2:4][CH2:3]1)[CH:8]=[CH:9][CH:10]=2.FC(F)(F)C(O)=O. (5) Given the product [CH2:1]([NH:5][CH:13]1[CH2:14][C:15]([CH3:17])([CH3:16])[N:10]([O:9][CH2:8][C:7]([OH:6])([CH3:22])[CH3:21])[C:11]([CH3:20])([CH3:19])[CH2:12]1)[CH2:2][CH2:3][CH3:4], predict the reactants needed to synthesize it. The reactants are: [CH2:1]([NH2:5])[CH2:2][CH2:3][CH3:4].[OH:6][C:7]([CH3:22])([CH3:21])[CH2:8][O:9][N:10]1[C:15]([CH3:17])([CH3:16])[CH2:14][C:13](=O)[CH2:12][C:11]1([CH3:20])[CH3:19]. (6) The reactants are: [NH2:1][C:2]1[S:3][CH:4]=[C:5]([C:7]2[CH:12]=[CH:11][C:10]([CH2:13][CH2:14][NH:15][C:16](=[O:22])[O:17][C:18]([CH3:21])([CH3:20])[CH3:19])=[CH:9][CH:8]=2)[N:6]=1.[C:23](OC(=O)C)(=[O:25])[CH3:24].N1C=CC=CC=1. Given the product [C:23]([NH:1][C:2]1[S:3][CH:4]=[C:5]([C:7]2[CH:8]=[CH:9][C:10]([CH2:13][CH2:14][NH:15][C:16](=[O:22])[O:17][C:18]([CH3:19])([CH3:21])[CH3:20])=[CH:11][CH:12]=2)[N:6]=1)(=[O:25])[CH3:24], predict the reactants needed to synthesize it. (7) Given the product [CH:8]([C:3]1[N:4]=[C:5]([CH3:7])[NH:6][C:2]=1[C:18]1[C:19]([CH3:21])=[CH:20][C:11]([CH3:10])=[C:12]([CH:17]=1)[C:13]([O:15][CH3:16])=[O:14])=[O:9], predict the reactants needed to synthesize it. The reactants are: I[C:2]1[NH:6][C:5]([CH3:7])=[N:4][C:3]=1[CH:8]=[O:9].[CH3:10][C:11]1[CH:20]=[C:19]([CH3:21])[C:18](B2OC(C)(C)C(C)(C)O2)=[CH:17][C:12]=1[C:13]([O:15][CH3:16])=[O:14].C(=O)([O-])[O-].[K+].[K+]. (8) The reactants are: [NH:1]1[CH:5]=[C:4]([C:6]2[CH:22]=[CH:21][C:9]3[C:10]4[N:11]=[C:12]([C:18]([OH:20])=O)[S:13][C:14]=4[CH2:15][CH2:16][O:17][C:8]=3[CH:7]=2)[CH:3]=[N:2]1.[F:23][C:24]([F:32])([F:31])[C@@H:25]1[CH2:30][CH2:29][CH2:28][NH:27][CH2:26]1. Given the product [NH:1]1[CH:5]=[C:4]([C:6]2[CH:22]=[CH:21][C:9]3[C:10]4[N:11]=[C:12]([C:18]([N:27]5[CH2:28][CH2:29][CH2:30][C@@H:25]([C:24]([F:32])([F:31])[F:23])[CH2:26]5)=[O:20])[S:13][C:14]=4[CH2:15][CH2:16][O:17][C:8]=3[CH:7]=2)[CH:3]=[N:2]1, predict the reactants needed to synthesize it.